This data is from Full USPTO retrosynthesis dataset with 1.9M reactions from patents (1976-2016). The task is: Predict the reactants needed to synthesize the given product. (1) The reactants are: CC1[NH:3][C:4]2[C:9]([CH:10]=1)=[CH:8][C:7](O)=[CH:6][CH:5]=2.F[C:13]1[CH:22]=[C:21]([F:23])[CH:20]=[CH:19][C:14]=1[C:15]([O:17][CH3:18])=[O:16].FC1C=C(F)C=CC=1C(OCC)=[O:28]. Given the product [NH2:3][C:4]1[C:9]([CH3:10])=[C:8]([CH:7]=[CH:6][CH:5]=1)[O:28][C:13]1[CH:22]=[C:21]([F:23])[CH:20]=[CH:19][C:14]=1[C:15]([O:17][CH3:18])=[O:16], predict the reactants needed to synthesize it. (2) Given the product [CH3:1][O:2][C:3]1[CH:4]=[CH:5][C:6]([C@H:9]2[CH2:11][C@@H:10]2[CH2:12][O:13][C:14]2[C:23]([CH:24]3[CH2:29][CH2:28][CH2:27][N:26]([C:30](=[O:32])[CH3:31])[CH2:25]3)=[CH:22][C:21]3[C:16](=[CH:17][CH:18]=[CH:19][N:20]=3)[N:15]=2)=[N:7][CH:8]=1, predict the reactants needed to synthesize it. The reactants are: [CH3:1][O:2][C:3]1[CH:4]=[CH:5][C:6]([C@H:9]2[CH2:11][C@@H:10]2[CH2:12][O:13][C:14]2[C:23]([CH:24]3[CH2:29][CH2:28][CH2:27][NH:26][CH2:25]3)=[CH:22][C:21]3[C:16](=[CH:17][CH:18]=[CH:19][N:20]=3)[N:15]=2)=[N:7][CH:8]=1.[C:30](Cl)(=[O:32])[CH3:31].CCN(C(C)C)C(C)C. (3) Given the product [F:20][C:21]1[CH:26]=[CH:25][CH:24]=[CH:23][C:22]=1[N:27]1[CH2:32][CH2:31][N:30]([CH2:15][CH2:14][CH2:13][C:12]2[N:8]([C:5]3[CH:6]=[CH:7][C:2]([Cl:1])=[CH:3][CH:4]=3)[N:9]=[C:10]([CH2:17][CH2:18][CH3:19])[CH:11]=2)[CH2:29][CH2:28]1, predict the reactants needed to synthesize it. The reactants are: [Cl:1][C:2]1[CH:7]=[CH:6][C:5]([N:8]2[C:12]([CH2:13][CH2:14][CH:15]=O)=[CH:11][C:10]([CH2:17][CH2:18][CH3:19])=[N:9]2)=[CH:4][CH:3]=1.[F:20][C:21]1[CH:26]=[CH:25][CH:24]=[CH:23][C:22]=1[N:27]1[CH2:32][CH2:31][NH:30][CH2:29][CH2:28]1.[BH-](OC(C)=O)(OC(C)=O)OC(C)=O.[Na+]. (4) Given the product [I:18][C:19]1[CH:20]=[C:21]([CH:24]=[CH:25][CH:26]=1)[CH2:22][N:10]1[S:9](=[O:15])(=[O:14])[N:8]([CH2:7][C:6]2[CH:5]=[CH:4][C:3]([O:2][CH3:1])=[CH:17][CH:16]=2)[C:12](=[O:13])[CH2:11]1, predict the reactants needed to synthesize it. The reactants are: [CH3:1][O:2][C:3]1[CH:17]=[CH:16][C:6]([CH2:7][N:8]2[C:12](=[O:13])[CH2:11][NH:10][S:9]2(=[O:15])=[O:14])=[CH:5][CH:4]=1.[I:18][C:19]1[CH:20]=[C:21]([CH:24]=[CH:25][CH:26]=1)[CH2:22]O.C1(P(C2C=CC=CC=2)C2C=CC=CC=2)C=CC=CC=1.N(C(OCC)=O)=NC(OCC)=O. (5) Given the product [Cl:28][C:26]1[CH:27]=[C:22]([C:16]2([C:18]([F:20])([F:19])[F:21])[O:15][N:14]=[C:13]([C:10]3[CH:9]=[C:8]([C:6]([OH:7])=[O:5])[O:12][N:11]=3)[CH2:17]2)[CH:23]=[C:24]([Cl:29])[CH:25]=1, predict the reactants needed to synthesize it. The reactants are: C([O:5][C:6]([C:8]1[O:12][N:11]=[C:10]([C:13]2[CH2:17][C:16]([C:22]3[CH:27]=[C:26]([Cl:28])[CH:25]=[C:24]([Cl:29])[CH:23]=3)([C:18]([F:21])([F:20])[F:19])[O:15][N:14]=2)[CH:9]=1)=[O:7])(C)(C)C.FC(F)(F)C(O)=O.